This data is from Forward reaction prediction with 1.9M reactions from USPTO patents (1976-2016). The task is: Predict the product of the given reaction. (1) Given the reactants [Cl:1][C:2]1[C:11]2[C:10]([O:12][CH2:13][CH2:14][CH3:15])=[CH:9][CH:8]=[C:7]([S:16]([OH:19])(=[O:18])=O)[C:6]=2[CH:5]=[CH:4][N:3]=1.ClC1C2C(=CC=C(S(O)(=O)=O)C=2OCCC)C=CN=1.[C:39]([N:49]1[CH2:55][CH2:54][CH2:53][NH:52][CH2:51][CH2:50]1)([O:41][CH2:42][C:43]1[CH:48]=[CH:47][CH:46]=[CH:45][CH:44]=1)=[O:40], predict the reaction product. The product is: [CH2:42]([O:41][C:39]([N:49]1[CH2:55][CH2:54][CH2:53][N:52]([S:16]([C:7]2[C:6]3[CH:5]=[CH:4][N:3]=[C:2]([Cl:1])[C:11]=3[C:10]([O:12][CH2:13][CH2:14][CH3:15])=[CH:9][CH:8]=2)(=[O:18])=[O:19])[CH2:51][CH2:50]1)=[O:40])[C:43]1[CH:48]=[CH:47][CH:46]=[CH:45][CH:44]=1. (2) Given the reactants [H-].[Na+].[C:3]([O:13][C:14]([CH3:17])([CH3:16])[CH3:15])(=[O:12])[CH2:4][C:5]([O:7][C:8]([CH3:11])([CH3:10])[CH3:9])=[O:6].F[C:19]1[C:26]([F:27])=[CH:25][C:22]([C:23]#[N:24])=[C:21]([O:28][CH3:29])[CH:20]=1.CCOC(C)=O, predict the reaction product. The product is: [C:23]([C:22]1[C:21]([O:28][CH3:29])=[CH:20][C:19]([CH:4]([C:5]([O:7][C:8]([CH3:9])([CH3:10])[CH3:11])=[O:6])[C:3]([O:13][C:14]([CH3:17])([CH3:16])[CH3:15])=[O:12])=[C:26]([F:27])[CH:25]=1)#[N:24]. (3) Given the reactants C(OC(=O)[NH:7][C:8]1[CH:13]=[CH:12][C:11]([N:14]2[CH:18]=[CH:17][CH:16]=[CH:15]2)=[CH:10][C:9]=1[NH2:19])(C)(C)C.[CH3:21][O:22][C:23]([C:25]1[N:26]=[C:27]([C:30]2[CH:35]=[CH:34][CH:33]=[C:32]([C:36]3OC(C)(C)O[C:40](=[O:42])[CH:41]=3)[CH:31]=2)[O:28][CH:29]=1)=[O:24].C(O)(C(F)(F)F)=O, predict the reaction product. The product is: [CH3:21][O:22][C:23]([C:25]1[N:26]=[C:27]([C:30]2[CH:35]=[CH:34][CH:33]=[C:32]([C:36]3[CH2:41][C:40](=[O:42])[NH:19][C:9]4[CH:10]=[C:11]([N:14]5[CH:18]=[CH:17][CH:16]=[CH:15]5)[CH:12]=[CH:13][C:8]=4[N:7]=3)[CH:31]=2)[O:28][CH:29]=1)=[O:24]. (4) Given the reactants [Cl:1][C:2]1[CH:10]=[C:9]2[C:5](/[C:6](=[CH:12]/[C:13]3[CH:14]=[C:15]([CH:18]=[CH:19][CH:20]=3)[C:16]#[N:17])/[C:7](=[O:11])[NH:8]2)=[CH:4][CH:3]=1.[CH2:21]=[C:22]([CH:25]=[N:26][C:27]([O:29][Si](C)(C)C)=[CH2:28])[CH2:23][CH3:24].CO, predict the reaction product. The product is: [Cl:1][C:2]1[CH:10]=[C:9]2[NH:8][C:7](=[O:11])[C:6]3([CH:12]([C:13]4[CH:20]=[CH:19][CH:18]=[C:15]([C:16]#[N:17])[CH:14]=4)[CH2:28][C:27](=[O:29])[NH:26][CH:25]3[C:22](=[CH2:21])[CH2:23][CH3:24])[C:5]2=[CH:4][CH:3]=1. (5) Given the reactants [NH2:1][C:2]1[CH:20]=[CH:19][C:5]([CH2:6][NH:7][S:8]([NH:11][C:12](=[O:18])[O:13][C:14]([CH3:17])([CH3:16])[CH3:15])(=[O:10])=[O:9])=[CH:4][CH:3]=1.N1C=CC=CC=1.[C:27]1([O:33][C:34](Cl)=[O:35])[CH:32]=[CH:31][CH:30]=[CH:29][CH:28]=1, predict the reaction product. The product is: [C:27]1([O:33][C:34](=[O:35])[NH:1][C:2]2[CH:20]=[CH:19][C:5]([CH2:6][NH:7][S:8](=[O:10])(=[O:9])[NH:11][C:12]([O:13][C:14]([CH3:16])([CH3:17])[CH3:15])=[O:18])=[CH:4][CH:3]=2)[CH:32]=[CH:31][CH:30]=[CH:29][CH:28]=1. (6) Given the reactants N1C=CC=CC=1.C(OC(=O)C)(=O)C.[CH:14]([Si:17]([CH:40]([CH3:42])[CH3:41])([CH:37]([CH3:39])[CH3:38])[O:18][C@@H:19]1[C@H:23]([OH:24])[C@@H:22]([CH3:25])[O:21][C@H:20]1[N:26]1[CH:34]=[N:33][C:32]2[C:27]1=[N:28][C:29]([Cl:36])=[N:30][C:31]=2[NH2:35])([CH3:16])[CH3:15], predict the reaction product. The product is: [CH:40]([Si:17]([CH:14]([CH3:16])[CH3:15])([CH:37]([CH3:39])[CH3:38])[O:18][C@@H:19]1[C:23](=[O:24])[C@@H:22]([CH3:25])[O:21][C@H:20]1[N:26]1[CH:34]=[N:33][C:32]2[C:27]1=[N:28][C:29]([Cl:36])=[N:30][C:31]=2[NH2:35])([CH3:42])[CH3:41]. (7) Given the reactants CO[C:3]([C:5]1[C:6]([OH:36])=[C:7]2[C:12](=[C:13]([C:15]3[C:16]([CH3:21])=[N:17][CH:18]=[CH:19][CH:20]=3)[N:14]=1)[N:11]([CH2:22][C:23]1[CH:28]=[CH:27][CH:26]=[CH:25][CH:24]=1)[C:10](=[O:29])[C:9]([C:30]1[CH:35]=[CH:34][CH:33]=[CH:32][CH:31]=1)=[CH:8]2)=[O:4].[NH2:37][CH2:38][CH2:39][C:40]([OH:42])=[O:41].C[O-].[Na+], predict the reaction product. The product is: [CH2:22]([N:11]1[C:12]2[C:7](=[C:6]([OH:36])[C:5]([C:3]([NH:37][CH2:38][CH2:39][C:40]([OH:42])=[O:41])=[O:4])=[N:14][C:13]=2[C:15]2[C:16]([CH3:21])=[N:17][CH:18]=[CH:19][CH:20]=2)[CH:8]=[C:9]([C:30]2[CH:35]=[CH:34][CH:33]=[CH:32][CH:31]=2)[C:10]1=[O:29])[C:23]1[CH:24]=[CH:25][CH:26]=[CH:27][CH:28]=1. (8) Given the reactants [H-].[Na+].[C:3](=[N:6][OH:7])([NH2:5])[CH3:4].CO[C:10]([C:12]1[N:13]([CH3:29])[N:14]=[C:15]2[C:20]=1[CH:19]=[CH:18][CH:17]=[C:16]2[C:21]1[CH:26]=[CH:25][C:24]([Cl:27])=[CH:23][C:22]=1[Cl:28])=O, predict the reaction product. The product is: [Cl:28][C:22]1[CH:23]=[C:24]([Cl:27])[CH:25]=[CH:26][C:21]=1[C:16]1[C:15]2[C:20](=[C:12]([C:10]3[O:7][N:6]=[C:3]([CH3:4])[N:5]=3)[N:13]([CH3:29])[N:14]=2)[CH:19]=[CH:18][CH:17]=1. (9) Given the reactants COC1C=CC(C[N:8]2[CH2:14][CH2:13][C:12]([C:15]([O:17][CH3:18])=[O:16])=[CH:11][C:10]3[C:19]([NH:23][C:24]4[CH:29]=[CH:28][C:27]([O:30][C:31]5[CH:32]=[N:33][C:34]([CH3:37])=[CH:35][CH:36]=5)=[C:26]([CH3:38])[CH:25]=4)=[N:20][CH:21]=[N:22][C:9]2=3)=CC=1.FC(F)(F)C(O)=O, predict the reaction product. The product is: [CH3:38][C:26]1[CH:25]=[C:24]([NH:23][C:19]2[C:10]3[CH:11]=[C:12]([C:15]([O:17][CH3:18])=[O:16])[CH2:13][CH2:14][NH:8][C:9]=3[N:22]=[CH:21][N:20]=2)[CH:29]=[CH:28][C:27]=1[O:30][C:31]1[CH:32]=[N:33][C:34]([CH3:37])=[CH:35][CH:36]=1. (10) Given the reactants [CH:1]1([C:4]([NH:6][C:7]2[N:8]=[C:9]3[CH:14]=[CH:13][C:12]([S:15][C:16]4[CH:24]=[CH:23][CH:22]=[CH:21][C:17]=4[C:18](O)=[O:19])=[N:11][N:10]3[CH:25]=2)=[O:5])[CH2:3][CH2:2]1.[F:26][C:27]([F:36])([F:35])[C:28]1[CH:29]=[C:30]([CH:32]=[CH:33][CH:34]=1)[NH2:31].F[P-](F)(F)(F)(F)F.N1(OC(N(C)C)=[N+](C)C)C2N=CC=CC=2N=N1.C(N(CC)C(C)C)(C)C, predict the reaction product. The product is: [CH:1]1([C:4]([NH:6][C:7]2[N:8]=[C:9]3[CH:14]=[CH:13][C:12]([S:15][C:16]4[CH:24]=[CH:23][CH:22]=[CH:21][C:17]=4[C:18]([NH:31][C:30]4[CH:32]=[CH:33][CH:34]=[C:28]([C:27]([F:26])([F:35])[F:36])[CH:29]=4)=[O:19])=[N:11][N:10]3[CH:25]=2)=[O:5])[CH2:2][CH2:3]1.